Predict the reactants needed to synthesize the given product. From a dataset of Full USPTO retrosynthesis dataset with 1.9M reactions from patents (1976-2016). (1) Given the product [Br:12][C:6]1[CH:7]=[CH:8][CH:9]=[C:10]2[C:5]=1[N:4]=[CH:3][C:2]([NH:1][S:19]([C:15]1[CH:14]=[N:13][CH:18]=[CH:17][CH:16]=1)(=[O:21])=[O:20])=[CH:11]2, predict the reactants needed to synthesize it. The reactants are: [NH2:1][C:2]1[CH:3]=[N:4][C:5]2[C:10]([CH:11]=1)=[CH:9][CH:8]=[CH:7][C:6]=2[Br:12].[N:13]1[CH:18]=[CH:17][CH:16]=[C:15]([S:19](Cl)(=[O:21])=[O:20])[CH:14]=1. (2) The reactants are: [C:1]([O:5][C:6]([NH:8][C:9]1([C:12]([NH:14][C@:15]23[CH2:50][CH2:49][C@@H:48]([C:51]([CH3:53])=[CH2:52])[C@@H:16]2[C@@H:17]2[C@@:30]([CH3:33])([CH2:31][CH2:32]3)[C@@:29]3([CH3:34])[C@@H:20]([C@:21]4([CH3:47])[C@@H:26]([CH2:27][CH2:28]3)[C:25]([CH3:36])([CH3:35])[C:24]([C:37]3[CH:46]=[CH:45][C:40]([C:41]([O:43]C)=[O:42])=[CH:39][CH:38]=3)=[CH:23][CH2:22]4)[CH2:19][CH2:18]2)=[O:13])[CH2:11][CH2:10]1)=[O:7])([CH3:4])([CH3:3])[CH3:2].O.[OH-].[Li+]. Given the product [C:1]([O:5][C:6]([NH:8][C:9]1([C:12]([NH:14][C@:15]23[CH2:50][CH2:49][C@@H:48]([C:51]([CH3:53])=[CH2:52])[C@@H:16]2[C@@H:17]2[C@@:30]([CH3:33])([CH2:31][CH2:32]3)[C@@:29]3([CH3:34])[C@@H:20]([C@:21]4([CH3:47])[C@@H:26]([CH2:27][CH2:28]3)[C:25]([CH3:36])([CH3:35])[C:24]([C:37]3[CH:46]=[CH:45][C:40]([C:41]([OH:43])=[O:42])=[CH:39][CH:38]=3)=[CH:23][CH2:22]4)[CH2:19][CH2:18]2)=[O:13])[CH2:11][CH2:10]1)=[O:7])([CH3:2])([CH3:3])[CH3:4], predict the reactants needed to synthesize it.